This data is from Catalyst prediction with 721,799 reactions and 888 catalyst types from USPTO. The task is: Predict which catalyst facilitates the given reaction. (1) Reactant: [CH2:1]([NH:3][C:4]1[C:9]2[CH:10]=[CH:11][O:12][C:8]=2[CH:7]=[CH:6][N:5]=1)[CH3:2].CCN(C(C)C)C(C)C.[C:22](O[C:22]([O:24][C:25]([CH3:28])([CH3:27])[CH3:26])=[O:23])([O:24][C:25]([CH3:28])([CH3:27])[CH3:26])=[O:23].C(=O)(O)[O-].[Na+]. Product: [CH2:1]([N:3]([C:4]1[C:9]2[CH:10]=[CH:11][O:12][C:8]=2[CH:7]=[CH:6][N:5]=1)[C:22](=[O:23])[O:24][C:25]([CH3:28])([CH3:27])[CH3:26])[CH3:2]. The catalyst class is: 1. (2) Reactant: [OH-].[Na+].[CH3:3][O:4][C:5]1[CH:10]=[CH:9][C:8]([C:11]2[CH:16]=[CH:15][C:14]([CH2:17][O:18][C:19]3[C:20]([CH2:29][CH2:30][N:31]([CH2:40][C:41]4[CH:50]=[CH:49][C:44]([C:45]([O:47]C)=[O:46])=[CH:43][CH:42]=4)[CH2:32][CH2:33][CH2:34][CH2:35][C:36]([O:38]C)=[O:37])=[CH:21][C:22]4[CH2:23][CH2:24][CH2:25][CH2:26][C:27]=4[CH:28]=3)=[CH:13][CH:12]=2)=[CH:7][CH:6]=1. Product: [C:36]([CH2:35][CH2:34][CH2:33][CH2:32][N:31]([CH2:40][C:41]1[CH:42]=[CH:43][C:44]([C:45]([OH:47])=[O:46])=[CH:49][CH:50]=1)[CH2:30][CH2:29][C:20]1[C:19]([O:18][CH2:17][C:14]2[CH:15]=[CH:16][C:11]([C:8]3[CH:7]=[CH:6][C:5]([O:4][CH3:3])=[CH:10][CH:9]=3)=[CH:12][CH:13]=2)=[CH:28][C:27]2[CH2:26][CH2:25][CH2:24][CH2:23][C:22]=2[CH:21]=1)([OH:38])=[O:37]. The catalyst class is: 193. (3) Reactant: C[N+]1([O-])CCOCC1.[CH2:9]=[C:10]([C@@H:13]1[C@:21]2([CH3:22])[C@H:16]([C@@H:17]([OH:23])[CH2:18][CH2:19][CH2:20]2)[CH2:15][CH2:14]1)[CH2:11][CH3:12]. Product: [CH2:9]=[C:10]([C@@H:13]1[C@:21]2([CH3:22])[C@H:16]([C:17](=[O:23])[CH2:18][CH2:19][CH2:20]2)[CH2:15][CH2:14]1)[CH2:11][CH3:12]. The catalyst class is: 862. (4) Reactant: C([O:3][C:4](=[O:28])[CH2:5][CH2:6][C:7]1[N:8]([C:20]2[S:21][CH:22]=[C:23]([C:25](=[O:27])[NH2:26])[N:24]=2)[C:9]([C:12]2[CH:17]=[CH:16][C:15]([O:18][CH3:19])=[CH:14][CH:13]=2)=[CH:10][CH:11]=1)C.[Li+].[OH-]. Product: [C:25]([C:23]1[N:24]=[C:20]([N:8]2[C:9]([C:12]3[CH:17]=[CH:16][C:15]([O:18][CH3:19])=[CH:14][CH:13]=3)=[CH:10][CH:11]=[C:7]2[CH2:6][CH2:5][C:4]([OH:28])=[O:3])[S:21][CH:22]=1)(=[O:27])[NH2:26]. The catalyst class is: 92. (5) Reactant: [N:1]([C@H:4]1[CH2:9][CH2:8][O:7][CH2:6][C@H:5]1[NH:10][C:11]1[N:20]=[CH:19][C:18]2[C:13](=[CH:14][CH:15]=[C:16]([C:21]3[C:26]([Cl:27])=[C:25]([O:28][CH3:29])[CH:24]=[C:23]([O:30][CH3:31])[C:22]=3[Cl:32])[CH:17]=2)[N:12]=1)=[N+]=[N-]. Product: [Cl:27][C:26]1[C:25]([O:28][CH3:29])=[CH:24][C:23]([O:30][CH3:31])=[C:22]([Cl:32])[C:21]=1[C:16]1[CH:17]=[C:18]2[C:13](=[CH:14][CH:15]=1)[N:12]=[C:11]([NH:10][C@H:5]1[C@@H:4]([NH2:1])[CH2:9][CH2:8][O:7][CH2:6]1)[N:20]=[CH:19]2. The catalyst class is: 515. (6) Reactant: C=O.[C:3](O)(=O)C.[NH:7]1[CH2:12][CH2:11][O:10][CH:9]([C:13]2[CH:18]=[CH:17][C:16]([OH:19])=[CH:15][CH:14]=2)[CH2:8]1. Product: [CH3:3][N:7]1[CH2:12][CH2:11][O:10][CH:9]([C:13]2[CH:18]=[CH:17][C:16]([OH:19])=[CH:15][CH:14]=2)[CH2:8]1. The catalyst class is: 5.